Dataset: Forward reaction prediction with 1.9M reactions from USPTO patents (1976-2016). Task: Predict the product of the given reaction. (1) Given the reactants [C:1]1([C:11]2[O:12][C:13](=[O:21])[C:14]3[N:20]=[CH:19][CH:18]=[CH:17][C:15]=3[N:16]=2)[C:10]2[C:5](=[CH:6][CH:7]=[CH:8][CH:9]=2)[CH:4]=[CH:3][CH:2]=1.[O:22]1[CH2:27][CH2:26][CH:25]([CH2:28][NH2:29])[CH2:24][CH2:23]1, predict the reaction product. The product is: [C:1]1([C:11]([NH:16][C:15]2[C:14]([C:13]([NH:29][CH2:28][CH:25]3[CH2:26][CH2:27][O:22][CH2:23][CH2:24]3)=[O:21])=[N:20][CH:19]=[CH:18][CH:17]=2)=[O:12])[C:10]2[C:5](=[CH:6][CH:7]=[CH:8][CH:9]=2)[CH:4]=[CH:3][CH:2]=1. (2) The product is: [F:1][C:2]1[CH:3]=[C:4]2[C:8](=[CH:9][CH:10]=1)[NH:7][CH:6]([C:11]([O:13][CH3:14])=[O:12])[CH2:5]2. Given the reactants [F:1][C:2]1[CH:3]=[C:4]2[C:8](=[CH:9][CH:10]=1)[NH:7][C:6]([C:11]([O:13][CH2:14]C)=[O:12])=[CH:5]2, predict the reaction product.